Dataset: Reaction yield outcomes from USPTO patents with 853,638 reactions. Task: Predict the reaction yield, written as a fraction of the theoretical maximum amount of product (1.0 means a 100% yield; for example, 0.34 means a 34% yield). (1) The reactants are [C:1]([C:3]1[CH:17]=[C:16]([F:18])[CH:15]=[CH:14][C:4]=1[CH2:5][NH:6]C(=O)OC(C)(C)C)#[N:2].[F:19][C:20]([F:25])([F:24])[C:21]([OH:23])=[O:22]. The catalyst is C(Cl)(Cl)Cl. The product is [F:19][C:20]([F:25])([F:24])[C:21]([OH:23])=[O:22].[NH2:6][CH2:5][C:4]1[CH:14]=[CH:15][C:16]([F:18])=[CH:17][C:3]=1[C:1]#[N:2]. The yield is 1.00. (2) The reactants are [CH3:1][CH:2]([CH2:4][CH:5]([NH:31][C:32]([CH2:34][NH:35][C:36]([CH:38]([NH:47][C:48]([CH:50]([NH:53][C:54]([CH:56]([NH:67][C:68]([CH:70]([NH:77][C:78]([CH:80]1[NH:85][C:83](=[O:84])[CH2:82][CH2:81]1)=[O:79])[CH2:71][C:72]1[NH:76][CH:75]=[N:74][CH:73]=1)=[O:69])[CH2:57][C:58]1[C:66]2[C:61](=[CH:62][CH:63]=[CH:64][CH:65]=2)[NH:60][CH:59]=1)=[O:55])[CH2:51][OH:52])=[O:49])[CH2:39][C:40]1[CH:45]=[CH:44][C:43]([OH:46])=[CH:42][CH:41]=1)=[O:37])=[O:33])[C:6]([NH:8][CH:9]([C:17]([N:19]1[CH:23]([C:24]([NH:26][CH2:27][C:28]([NH2:30])=[O:29])=[O:25])[CH2:22][CH2:21][CH2:20]1)=[O:18])[CH2:10][CH2:11][CH2:12][N:13]=[C:14]([NH2:16])[NH2:15])=[O:7])[CH3:3].[CH2:86]([OH:119])[CH2:87][O:88][CH2:89][CH2:90][O:91][CH2:92][CH2:93][O:94][CH2:95][CH2:96][O:97][CH2:98][CH2:99][O:100][CH2:101][CH2:102][O:103][CH2:104][CH2:105][O:106][CH2:107][CH2:108][O:109][CH2:110][CH2:111][O:112][CH2:113][CH2:114][O:115][CH2:116][CH2:117][OH:118]. The catalyst is C(#N)C.O. The product is [CH3:3][CH:2]([CH2:4][CH:5]([NH:31][C:32]([CH2:34][NH:35][C:36]([CH:38]([NH:47][C:48]([CH:50]([NH:53][C:54]([CH:56]([NH:67][C:68]([CH:70]([NH:77][C:78]([CH:80]1[NH:85][C:83](=[O:84])[CH2:82][CH2:81]1)=[O:79])[CH2:71][C:72]1[NH:76][CH:75]=[N:74][CH:73]=1)=[O:69])[CH2:57][C:58]1[C:66]2[C:61](=[CH:62][CH:63]=[CH:64][CH:65]=2)[NH:60][CH:59]=1)=[O:55])[CH2:51][OH:52])=[O:49])[CH2:39][C:40]1[CH:41]=[CH:42][C:43]([OH:46])=[CH:44][CH:45]=1)=[O:37])=[O:33])[C:6]([NH:8][CH:9]([C:17]([N:19]1[CH:23]([C:24]([NH:26][CH2:27][C:28]([NH2:30])=[O:29])=[O:25])[CH2:22][CH2:21][CH2:20]1)=[O:18])[CH2:10][CH2:11][CH2:12][N:13]=[C:14]([NH2:16])[NH2:15])=[O:7])[CH3:1].[CH2:117]([OH:118])[CH2:116][O:115][CH2:114][CH2:113][O:112][CH2:111][CH2:110][O:109][CH2:108][CH2:107][O:106][CH2:105][CH2:104][O:103][CH2:102][CH2:101][O:100][CH2:99][CH2:98][O:97][CH2:96][CH2:95][O:94][CH2:93][CH2:92][O:91][CH2:90][CH2:89][O:88][CH2:87][CH2:86][OH:119]. The yield is 0.600.